Dataset: Merck oncology drug combination screen with 23,052 pairs across 39 cell lines. Task: Regression. Given two drug SMILES strings and cell line genomic features, predict the synergy score measuring deviation from expected non-interaction effect. (1) Drug 1: O=C(CCCCCCC(=O)Nc1ccccc1)NO. Drug 2: NC1(c2ccc(-c3nc4ccn5c(=O)[nH]nc5c4cc3-c3ccccc3)cc2)CCC1. Cell line: ES2. Synergy scores: synergy=11.3. (2) Drug 1: O=C(NOCC(O)CO)c1ccc(F)c(F)c1Nc1ccc(I)cc1F. Drug 2: CCc1cnn2c(NCc3ccc[n+]([O-])c3)cc(N3CCCCC3CCO)nc12. Cell line: SKMES1. Synergy scores: synergy=-25.4. (3) Drug 1: COC1=C2CC(C)CC(OC)C(O)C(C)C=C(C)C(OC(N)=O)C(OC)C=CC=C(C)C(=O)NC(=CC1=O)C2=O. Drug 2: Cn1cc(-c2cnn3c(N)c(Br)c(C4CCCNC4)nc23)cn1. Cell line: MDAMB436. Synergy scores: synergy=12.1. (4) Drug 1: NC1(c2ccc(-c3nc4ccn5c(=O)[nH]nc5c4cc3-c3ccccc3)cc2)CCC1. Drug 2: CC(C)CC(NC(=O)C(Cc1ccccc1)NC(=O)c1cnccn1)B(O)O. Cell line: MDAMB436. Synergy scores: synergy=-16.4. (5) Drug 1: CC(=O)OC1C(=O)C2(C)C(O)CC3OCC3(OC(C)=O)C2C(OC(=O)c2ccccc2)C2(O)CC(OC(=O)C(O)C(NC(=O)c3ccccc3)c3ccccc3)C(C)=C1C2(C)C. Drug 2: CNC(=O)c1cc(Oc2ccc(NC(=O)Nc3ccc(Cl)c(C(F)(F)F)c3)cc2)ccn1. Cell line: CAOV3. Synergy scores: synergy=-13.8. (6) Cell line: NCIH1650. Synergy scores: synergy=0.0516. Drug 1: CC1(c2nc3c(C(N)=O)cccc3[nH]2)CCCN1. Drug 2: CNC(=O)c1cc(Oc2ccc(NC(=O)Nc3ccc(Cl)c(C(F)(F)F)c3)cc2)ccn1. (7) Drug 1: CC1CC2C3CCC4=CC(=O)C=CC4(C)C3(F)C(O)CC2(C)C1(O)C(=O)CO. Drug 2: Cn1c(=O)n(-c2ccc(C(C)(C)C#N)cc2)c2c3cc(-c4cnc5ccccc5c4)ccc3ncc21. Cell line: T47D. Synergy scores: synergy=90.9. (8) Drug 1: CN(Cc1cnc2nc(N)nc(N)c2n1)c1ccc(C(=O)NC(CCC(=O)O)C(=O)O)cc1. Drug 2: CCc1cnn2c(NCc3ccc[n+]([O-])c3)cc(N3CCCCC3CCO)nc12. Cell line: UACC62. Synergy scores: synergy=-5.34.